Dataset: Reaction yield outcomes from USPTO patents with 853,638 reactions. Task: Predict the reaction yield, written as a fraction of the theoretical maximum amount of product (1.0 means a 100% yield; for example, 0.34 means a 34% yield). (1) The reactants are Br[C:2]1[C:10]2[O:9][CH2:8][CH:7]([C:11]3[CH:16]=[CH:15][C:14]([CH:17]([CH3:19])[CH3:18])=[CH:13][CH:12]=3)[C:6]=2[C:5]([CH3:20])=[C:4]([NH:21][C:22](=[O:28])[CH2:23][C:24]([CH3:27])([CH3:26])[CH3:25])[C:3]=1[CH3:29].[CH3:30][N:31]([CH3:41])[C:32]1[N:37]=[CH:36][C:35](B(O)O)=[CH:34][CH:33]=1. No catalyst specified. The product is [CH3:30][N:31]([CH3:41])[C:32]1[N:37]=[CH:36][C:35]([C:2]2[C:10]3[O:9][CH2:8][CH:7]([C:11]4[CH:16]=[CH:15][C:14]([CH:17]([CH3:18])[CH3:19])=[CH:13][CH:12]=4)[C:6]=3[C:5]([CH3:20])=[C:4]([NH:21][C:22](=[O:28])[CH2:23][C:24]([CH3:27])([CH3:26])[CH3:25])[C:3]=2[CH3:29])=[CH:34][CH:33]=1. The yield is 0.260. (2) The reactants are C(OC([N:8]1[CH2:14][CH2:13][C:12]2[C:15]([S:20][CH2:21][CH2:22][CH2:23][C:24](=[O:28])[N:25]([CH3:27])[CH3:26])=[C:16]([Cl:19])[CH:17]=[CH:18][C:11]=2[CH2:10][CH2:9]1)=O)(C)(C)C.Cl.O1CCOCC1. The catalyst is C(Cl)Cl. The product is [ClH:19].[Cl:19][C:16]1[CH:17]=[CH:18][C:11]2[CH2:10][CH2:9][NH:8][CH2:14][CH2:13][C:12]=2[C:15]=1[S:20][CH2:21][CH2:22][CH2:23][C:24](=[O:28])[N:25]([CH3:26])[CH3:27]. The yield is 0.570. (3) The reactants are [CH:1]([N:4]1[C:9]2=[N:10][C:11](S(C)=O)=[N:12][CH:13]=[C:8]2[CH2:7][NH:6][C:5]1=[O:17])([CH3:3])[CH3:2].[NH2:18][C:19]1[CH:24]=[CH:23][C:22]([N:25]2[CH2:30][CH2:29][CH:28]([OH:31])[CH2:27][CH2:26]2)=[CH:21][CH:20]=1.FC(F)(F)C(O)=O. The catalyst is C(#N)C. The product is [OH:31][CH:28]1[CH2:29][CH2:30][N:25]([C:22]2[CH:23]=[CH:24][C:19]([NH:18][C:11]3[N:10]=[C:9]4[N:4]([CH:1]([CH3:3])[CH3:2])[C:5](=[O:17])[NH:6][CH2:7][C:8]4=[CH:13][N:12]=3)=[CH:20][CH:21]=2)[CH2:26][CH2:27]1. The yield is 0.130. (4) The catalyst is C(Cl)Cl.O=[Mn]=O. The reactants are [CH3:1][O:2][C:3]1[CH:4]=[CH:5][C:6]2[NH:11][CH2:10][C:9](=[O:12])[N:8]([C:13]3[CH:14]=[N:15][C:16]4[CH2:17][CH:18]([NH:23][C:24](=[O:30])[O:25][C:26]([CH3:29])([CH3:28])[CH3:27])[CH2:19][CH2:20][C:21]=4[CH:22]=3)[C:7]=2[N:31]=1. The yield is 0.810. The product is [CH3:1][O:2][C:3]1[CH:4]=[CH:5][C:6]2[N:11]=[CH:10][C:9](=[O:12])[N:8]([C:13]3[CH:14]=[N:15][C:16]4[CH2:17][CH:18]([NH:23][C:24](=[O:30])[O:25][C:26]([CH3:27])([CH3:29])[CH3:28])[CH2:19][CH2:20][C:21]=4[CH:22]=3)[C:7]=2[N:31]=1. (5) The reactants are Cl[C:2]1[C:11]2[C:6](=[CH:7][C:8]([O:14][CH3:15])=[C:9]([O:12][CH3:13])[CH:10]=2)[N:5]=[CH:4][CH:3]=1.[OH:16][C:17]1[CH:31]=[C:30]([O:32][CH3:33])[CH:29]=[CH:28][C:18]=1[C:19]([C:21]1[CH:26]=[CH:25][C:24]([CH3:27])=[CH:23][CH:22]=1)=[O:20]. The catalyst is CN(C)C1C=CN=CC=1.ClC1C=CC=CC=1Cl. The product is [CH3:13][O:12][C:9]1[CH:10]=[C:11]2[C:6](=[CH:7][C:8]=1[O:14][CH3:15])[N:5]=[CH:4][CH:3]=[C:2]2[O:16][C:17]1[CH:31]=[C:30]([O:32][CH3:33])[CH:29]=[CH:28][C:18]=1[C:19]([C:21]1[CH:22]=[CH:23][C:24]([CH3:27])=[CH:25][CH:26]=1)=[O:20]. The yield is 0.430. (6) The catalyst is C1COCC1. The yield is 0.620. The product is [F:33][C:2]([F:1])([F:32])[C:3]1([CH2:7][N:8]2[CH2:9][CH2:10][CH:11]([CH2:14][O:15][C:16]3[N:21]=[CH:20][C:19]([C:22]4[CH:31]=[CH:30][C:25]([C:26]([OH:28])=[O:27])=[CH:24][CH:23]=4)=[CH:18][CH:17]=3)[CH2:12][CH2:13]2)[CH2:6][CH2:5][CH2:4]1. The reactants are [F:1][C:2]([F:33])([F:32])[C:3]1([CH2:7][N:8]2[CH2:13][CH2:12][CH:11]([CH2:14][O:15][C:16]3[N:21]=[CH:20][C:19]([C:22]4[CH:31]=[CH:30][C:25]([C:26]([O:28]C)=[O:27])=[CH:24][CH:23]=4)=[CH:18][CH:17]=3)[CH2:10][CH2:9]2)[CH2:6][CH2:5][CH2:4]1.O[Li].O.